This data is from Forward reaction prediction with 1.9M reactions from USPTO patents (1976-2016). The task is: Predict the product of the given reaction. (1) The product is: [Cl:29][C:30]1[CH:31]=[C:32]([C:33]2[N:35]=[C:9]([C:8]3[CH:7]=[CH:6][C:5]([S:1]([NH2:2])(=[O:3])=[O:4])=[CH:13][CH:12]=3)[O:11][N:34]=2)[CH:37]=[CH:38][C:39]=1[O:40][CH:41]([CH3:43])[CH3:42]. Given the reactants [S:1]([C:5]1[CH:13]=[CH:12][C:8]([C:9]([OH:11])=O)=[CH:7][CH:6]=1)(=[O:4])(=[O:3])[NH2:2].C(Cl)CCl.C1C=C2N=NN(O)C2=CC=1.O.[Cl:29][C:30]1[CH:31]=[C:32]([CH:37]=[CH:38][C:39]=1[O:40][CH:41]([CH3:43])[CH3:42])/[C:33](=[N:35]/O)/[NH2:34], predict the reaction product. (2) Given the reactants Br[C:2]1[CH:3]=[C:4]([CH:19]=[CH:20][CH:21]=1)[C:5]([NH:7][C:8]1[CH:13]=[CH:12][C:11]([O:14][C:15]([F:18])([F:17])[F:16])=[CH:10][CH:9]=1)=[O:6].CC1(C)C(C)(C)OB([C:30]2[CH:31]=[N:32][CH:33]=[C:34]([CH:37]=2)[C:35]#[N:36])O1.C([O-])([O-])=O.[Na+].[Na+].O, predict the reaction product. The product is: [C:35]([C:34]1[CH:37]=[C:30]([C:2]2[CH:3]=[C:4]([CH:19]=[CH:20][CH:21]=2)[C:5]([NH:7][C:8]2[CH:13]=[CH:12][C:11]([O:14][C:15]([F:18])([F:17])[F:16])=[CH:10][CH:9]=2)=[O:6])[CH:31]=[N:32][CH:33]=1)#[N:36]. (3) The product is: [Cl:31][C:28]1[S:27][C:26]([N:10]2[C:9](=[O:24])[C:8]([C:5]3[CH:6]=[CH:7][C:2]([Cl:1])=[CH:3][CH:4]=3)=[C:13]([C:14]3[CH:19]=[CH:18][C:17]([S:20]([CH3:23])(=[O:22])=[O:21])=[CH:16][CH:15]=3)[CH:12]=[N:11]2)=[CH:30][CH:29]=1. Given the reactants [Cl:1][C:2]1[CH:7]=[CH:6][C:5]([C:8]2[C:9](=[O:24])[NH:10][N:11]=[CH:12][C:13]=2[C:14]2[CH:19]=[CH:18][C:17]([S:20]([CH3:23])(=[O:22])=[O:21])=[CH:16][CH:15]=2)=[CH:4][CH:3]=1.Br[C:26]1[S:27][C:28]([Cl:31])=[CH:29][CH:30]=1.N, predict the reaction product. (4) The product is: [Br:12][C:11]1[C:7]([C@@H:20]2[CH2:19][O:18][CH2:17][C@H:16]2[OH:15])=[C:8]([CH3:14])[S:9][C:10]=1[CH3:13]. Given the reactants C([Li])CCC.Br[C:7]1[C:11]([Br:12])=[C:10]([CH3:13])[S:9][C:8]=1[CH3:14].[O:15]1[CH:20]2[CH:16]1[CH2:17][O:18][CH2:19]2.B(F)(F)F.CCOCC.[Cl-].[NH4+], predict the reaction product. (5) Given the reactants C([O:3][C:4](=[O:33])[C:5]([CH3:32])([CH3:31])[CH2:6][NH:7][C:8]1[N:13]=[C:12]([C:14]2[N:18]3[CH:19]=[CH:20][N:21]=[C:22]([CH3:23])[C:17]3=[N:16][C:15]=2[C:24]2[CH:29]=[CH:28][C:27]([F:30])=[CH:26][CH:25]=2)[CH:11]=[CH:10][N:9]=1)C.[OH-].[Na+].Cl, predict the reaction product. The product is: [F:30][C:27]1[CH:26]=[CH:25][C:24]([C:15]2[N:16]=[C:17]3[C:22]([CH3:23])=[N:21][CH:20]=[CH:19][N:18]3[C:14]=2[C:12]2[CH:11]=[CH:10][N:9]=[C:8]([NH:7][CH2:6][C:5]([CH3:32])([CH3:31])[C:4]([OH:33])=[O:3])[N:13]=2)=[CH:29][CH:28]=1.